Dataset: Forward reaction prediction with 1.9M reactions from USPTO patents (1976-2016). Task: Predict the product of the given reaction. (1) Given the reactants CO[C:3](=O)[C:4]1C=CC=C(Br)C=1.[C:12](OC1C=CC(Br)=CC=1C)(=O)[CH3:13].C([C:26]1[C:27]([C:33]([OH:35])=O)=[N:28][CH:29]=[C:30]([Br:32])[CH:31]=1)C.C([Mg]Br)C, predict the reaction product. The product is: [Br:32][C:30]1[CH:31]=[CH:26][C:27]([C:33]([OH:35])([CH2:12][CH3:13])[CH2:3][CH3:4])=[N:28][CH:29]=1. (2) Given the reactants [CH3:1][C:2]([O:5][C:6]([N:8]1[C@H:11]([C:12]([OH:14])=O)[CH2:10][CH2:9]1)=[O:7])([CH3:4])[CH3:3].ClC(OCC)=O.[NH3:21], predict the reaction product. The product is: [C:2]([O:5][C:6]([N:8]1[CH2:9][CH2:10][C@H:11]1[C:12](=[O:14])[NH2:21])=[O:7])([CH3:4])([CH3:3])[CH3:1]. (3) Given the reactants Cl[C:2]1[C:11]2[C:6](=[CH:7][CH:8]=[C:9]([O:12][CH3:13])[N:10]=2)[N:5]=[CH:4][C:3]=1[C:14]#[N:15].C(=O)([O-])[O-].[K+].[K+].CO[CH2:24][CH2:25]OC.O, predict the reaction product. The product is: [CH:24]([C:2]1[C:11]2[C:6](=[CH:7][CH:8]=[C:9]([O:12][CH3:13])[N:10]=2)[N:5]=[CH:4][C:3]=1[C:14]#[N:15])=[CH2:25]. (4) Given the reactants C1CCN2C(=NCCC2)CC1.[C:12]([Si:16]([CH3:26])([CH3:25])[O:17][C:18]1[CH:19]=[C:20]([SH:24])[CH:21]=[CH:22][CH:23]=1)([CH3:15])([CH3:14])[CH3:13].CCOCC.OS([O-])(=O)=O.[K+].Br[CH2:39][Cl:40], predict the reaction product. The product is: [C:12]([Si:16]([O:17][C:18]1[CH:23]=[CH:22][CH:21]=[C:20]([S:24][CH2:39][Cl:40])[CH:19]=1)([CH3:26])[CH3:25])([CH3:15])([CH3:14])[CH3:13]. (5) Given the reactants Br[C:2]1[CH:7]=[C:6]([CH2:8][N:9]([CH2:20][CH:21]([CH3:23])[CH3:22])[S:10]([C:13]2[CH:18]=[CH:17][CH:16]=[CH:15][C:14]=2[Cl:19])(=[O:12])=[O:11])[CH:5]=[CH:4][N:3]=1.[CH3:24][S:25]([C:28]1[CH:29]=[C:30](B(O)O)[CH:31]=[CH:32][CH:33]=1)(=[O:27])=[O:26].C([O-])([O-])=O.[Na+].[Na+], predict the reaction product. The product is: [Cl:19][C:14]1[CH:15]=[CH:16][CH:17]=[CH:18][C:13]=1[S:10]([N:9]([CH2:20][CH:21]([CH3:23])[CH3:22])[CH2:8][C:6]1[CH:5]=[CH:4][N:3]=[C:2]([C:32]2[CH:31]=[CH:30][CH:29]=[C:28]([S:25]([CH3:24])(=[O:27])=[O:26])[CH:33]=2)[CH:7]=1)(=[O:12])=[O:11]. (6) Given the reactants [CH3:1][C:2]1([CH3:26])[CH2:7][CH2:6][C:5]([C:8]2[CH:13]=[C:12]([CH2:14][CH2:15][S:16]([N:19]3[CH2:24][CH2:23][O:22][CH2:21][CH2:20]3)(=[O:18])=[O:17])[CH:11]=[CH:10][C:9]=2[NH2:25])=[CH:4][CH2:3]1.[K+].[C:28]([C:30]1[N:31]=[C:32]([C:43]([O-])=[O:44])[N:33]([CH2:35][O:36][CH2:37][CH2:38][Si:39]([CH3:42])([CH3:41])[CH3:40])[CH:34]=1)#[N:29].C1CN([P+](Br)(N2CCCC2)N2CCCC2)CC1.F[P-](F)(F)(F)(F)F.CCN(C(C)C)C(C)C, predict the reaction product. The product is: [CH3:1][C:2]1([CH3:26])[CH2:7][CH2:6][C:5]([C:8]2[CH:13]=[C:12]([CH2:14][CH2:15][S:16]([N:19]3[CH2:24][CH2:23][O:22][CH2:21][CH2:20]3)(=[O:18])=[O:17])[CH:11]=[CH:10][C:9]=2[NH:25][C:43]([C:32]2[N:33]([CH2:35][O:36][CH2:37][CH2:38][Si:39]([CH3:42])([CH3:41])[CH3:40])[CH:34]=[C:30]([C:28]#[N:29])[N:31]=2)=[O:44])=[CH:4][CH2:3]1. (7) The product is: [OH:8][C:9]1[CH:36]=[CH:35][C:34]([CH:37]2[CH2:42][CH2:41][CH2:40][NH:39][CH2:38]2)=[CH:33][C:10]=1[C:11]([NH:13][C:14]1[CH:26]=[C:25]([C:27]2[CH:32]=[CH:31][CH:30]=[CH:29][CH:28]=2)[CH:24]=[CH:23][C:15]=1[C:16]([O:18][C:19]([CH3:22])([CH3:21])[CH3:20])=[O:17])=[O:12]. Given the reactants C([O:8][C:9]1[CH:36]=[CH:35][C:34]([C:37]2[CH:38]=[N:39][CH:40]=[CH:41][CH:42]=2)=[CH:33][C:10]=1[C:11]([NH:13][C:14]1[CH:26]=[C:25]([C:27]2[CH:32]=[CH:31][CH:30]=[CH:29][CH:28]=2)[CH:24]=[CH:23][C:15]=1[C:16]([O:18][C:19]([CH3:22])([CH3:21])[CH3:20])=[O:17])=[O:12])C1C=CC=CC=1.CO, predict the reaction product.